Task: Predict the reaction yield, written as a fraction of the theoretical maximum amount of product (1.0 means a 100% yield; for example, 0.34 means a 34% yield).. Dataset: Reaction yield outcomes from USPTO patents with 853,638 reactions (1) The yield is 0.486. The product is [S:23]1[C:18]2[CH:19]=[CH:20][CH:21]=[CH:22][C:17]=2[N:16]=[C:10]1[C:9]1[CH:12]=[C:13]([OH:15])[CH:14]=[C:7]([OH:6])[CH:8]=1. The reactants are C([O-])(=O)C.[Na+].[OH:6][C:7]1[CH:8]=[C:9]([CH:12]=[C:13]([OH:15])[CH:14]=1)[CH:10]=O.[NH2:16][C:17]1[CH:22]=[CH:21][CH:20]=[CH:19][C:18]=1[SH:23]. The catalyst is C(O)(=O)C. (2) The reactants are [OH:1][C:2]1([C:31]([O:33]C)=[O:32])[CH2:7][CH2:6][CH:5]([N:8]2[C:16]([NH:17][C:18]3[C:23]([F:24])=[CH:22][C:21]([F:25])=[CH:20][C:19]=3[F:26])=[N:15][C:14]3[C:9]2=[N:10][C:11]([NH:27][CH:28]([CH3:30])[CH3:29])=[N:12][CH:13]=3)[CH2:4][CH2:3]1. The catalyst is Cl. The product is [OH:1][C:2]1([C:31]([OH:33])=[O:32])[CH2:7][CH2:6][CH:5]([N:8]2[C:16]([NH:17][C:18]3[C:23]([F:24])=[CH:22][C:21]([F:25])=[CH:20][C:19]=3[F:26])=[N:15][C:14]3[C:9]2=[N:10][C:11]([NH:27][CH:28]([CH3:30])[CH3:29])=[N:12][CH:13]=3)[CH2:4][CH2:3]1. The yield is 0.730. (3) The reactants are Cl.Cl.[F:3][C:4]([F:20])([F:19])[C:5]1[N:9]2[CH2:10][CH2:11][NH:12][C:13]3([CH2:18][CH2:17][NH:16][CH2:15][CH2:14]3)[C:8]2=[CH:7][CH:6]=1.[CH:21]([O:24][C:25]1[CH:33]=[CH:32][C:28]([C:29](O)=[O:30])=[CH:27][C:26]=1[O:34][CH3:35])([CH3:23])[CH3:22].ON1C2C=CC=CC=2N=N1.C(N=C=NCCCN(C)C)C.CN1CCOCC1. The catalyst is C(Cl)Cl.O. The product is [CH:21]([O:24][C:25]1[CH:33]=[CH:32][C:28]([C:29]([N:16]2[CH2:15][CH2:14][C:13]3([NH:12][CH2:11][CH2:10][N:9]4[C:5]([C:4]([F:3])([F:19])[F:20])=[CH:6][CH:7]=[C:8]34)[CH2:18][CH2:17]2)=[O:30])=[CH:27][C:26]=1[O:34][CH3:35])([CH3:23])[CH3:22]. The yield is 0.960. (4) The reactants are [NH2:1][C:2]1[CH:3]=[C:4]([CH:17]=[CH:18][C:19]=1[NH2:20])[CH2:5][N:6]1[C:14](=[O:15])[C:13]2[C:8](=[CH:9][CH:10]=[CH:11][CH:12]=2)[C:7]1=[O:16].C(O[C:24]([CH2:26][C:27]1[NH:31][C:30]2[CH:32]=[CH:33][C:34]([C:36]([OH:38])=[O:37])=[CH:35][C:29]=2[N:28]=1)=O)C. The catalyst is C(Cl)Cl.C(O)C. The product is [O:16]=[C:7]1[C:8]2[C:13](=[CH:12][CH:11]=[CH:10][CH:9]=2)[C:14](=[O:15])[N:6]1[CH2:5][C:4]1[CH:17]=[CH:18][C:19]2[NH:20][C:24]([CH2:26][C:27]3[NH:31][C:30]4[CH:32]=[CH:33][C:34]([C:36]([OH:38])=[O:37])=[CH:35][C:29]=4[N:28]=3)=[N:1][C:2]=2[CH:3]=1. The yield is 0.290. (5) The reactants are [OH:1][C:2]1[C:3]([N+:8]([O-:10])=[O:9])=[N:4][CH:5]=[CH:6][CH:7]=1.C[O-].[Na+].[Br:14]Br. The catalyst is CO. The product is [Br:14][C:5]1[CH:6]=[CH:7][C:2]([OH:1])=[C:3]([N+:8]([O-:10])=[O:9])[N:4]=1. The yield is 0.960. (6) The catalyst is C1COCC1. The product is [Br:30][CH2:2][C:1]([C:4]1[N:5]=[C:6]([NH:19][C:20](=[O:29])[C:21]2[C:26]([F:27])=[CH:25][CH:24]=[CH:23][C:22]=2[F:28])[S:7][C:8]=1[C:9]1[CH:14]=[CH:13][CH:12]=[C:11]([C:15]([F:16])([F:17])[F:18])[CH:10]=1)=[O:3]. The reactants are [C:1]([C:4]1[N:5]=[C:6]([NH:19][C:20](=[O:29])[C:21]2[C:26]([F:27])=[CH:25][CH:24]=[CH:23][C:22]=2[F:28])[S:7][C:8]=1[C:9]1[CH:14]=[CH:13][CH:12]=[C:11]([C:15]([F:18])([F:17])[F:16])[CH:10]=1)(=[O:3])[CH3:2].[Br-:30].[Br-].[Br-].C1([N+](C)(C)C)C=CC=CC=1.C1([N+](C)(C)C)C=CC=CC=1.C1([N+](C)(C)C)C=CC=CC=1. The yield is 0.850. (7) The reactants are [CH2:1]([O:3][C:4]([C:6]1[CH:7]=[C:8]2[C:13](=[CH:14][CH:15]=1)[NH:12][CH:11]([C:16]1[CH:21]=[CH:20][CH:19]=[C:18](Br)[CH:17]=1)[C:10]([CH3:24])([CH3:23])[CH2:9]2)=[O:5])[CH3:2].[Cl:25][C:26]1[CH:31]=[CH:30][C:29](B(O)O)=[CH:28][CH:27]=1.C(=O)([O-])[O-].[Na+].[Na+].O. The catalyst is O1CCOCC1.C(OCC)(=O)C.C1C=CC([P]([Pd]([P](C2C=CC=CC=2)(C2C=CC=CC=2)C2C=CC=CC=2)([P](C2C=CC=CC=2)(C2C=CC=CC=2)C2C=CC=CC=2)[P](C2C=CC=CC=2)(C2C=CC=CC=2)C2C=CC=CC=2)(C2C=CC=CC=2)C2C=CC=CC=2)=CC=1. The yield is 0.800. The product is [CH2:1]([O:3][C:4]([C:6]1[CH:7]=[C:8]2[C:13](=[CH:14][CH:15]=1)[NH:12][CH:11]([C:16]1[CH:17]=[C:18]([C:29]3[CH:30]=[CH:31][C:26]([Cl:25])=[CH:27][CH:28]=3)[CH:19]=[CH:20][CH:21]=1)[C:10]([CH3:24])([CH3:23])[CH2:9]2)=[O:5])[CH3:2].